From a dataset of Forward reaction prediction with 1.9M reactions from USPTO patents (1976-2016). Predict the product of the given reaction. The product is: [Cl:1][C:2]1[CH:3]=[C:4]([NH:19][S:28]([C:22]2[CH:23]=[CH:24][C:25]([F:27])=[CH:26][C:21]=2[F:20])(=[O:30])=[O:29])[CH:5]=[N:6][C:7]=1[O:8][C:9]1[N:10]=[CH:11][C:12]2[C:17]([CH:18]=1)=[CH:16][CH:15]=[CH:14][CH:13]=2. Given the reactants [Cl:1][C:2]1[CH:3]=[C:4]([NH2:19])[CH:5]=[N:6][C:7]=1[O:8][C:9]1[N:10]=[CH:11][C:12]2[C:17]([CH:18]=1)=[CH:16][CH:15]=[CH:14][CH:13]=2.[F:20][C:21]1[CH:26]=[C:25]([F:27])[CH:24]=[CH:23][C:22]=1[S:28](Cl)(=[O:30])=[O:29], predict the reaction product.